This data is from Forward reaction prediction with 1.9M reactions from USPTO patents (1976-2016). The task is: Predict the product of the given reaction. (1) Given the reactants [CH3:1][O:2][C:3]1[CH:4]=[C:5]2[C:9](=[CH:10][CH:11]=1)[NH:8][C:7]([C:12]([OH:14])=[O:13])=[CH:6]2.C(N(CC)CC)C.[CH3:22][O:23][C:24]1[CH:32]=[CH:31][C:27]([C:28](Cl)=[O:29])=[CH:26][CH:25]=1, predict the reaction product. The product is: [CH3:1][O:2][C:3]1[CH:4]=[C:5]2[C:9](=[CH:10][CH:11]=1)[N:8]([C:28](=[O:29])[C:27]1[CH:31]=[CH:32][C:24]([O:23][CH3:22])=[CH:25][CH:26]=1)[C:7]([C:12]([OH:14])=[O:13])=[CH:6]2. (2) Given the reactants [N+:1]([C:4]1[CH:23]=[CH:22][C:7]([C:8]([O:10][C@H:11]2[C:15]3[N:16]=[CH:17][N:18]=[C:19](Cl)[C:14]=3[C@H:13]([CH3:21])[CH2:12]2)=[O:9])=[CH:6][CH:5]=1)([O-:3])=[O:2].[CH2:24]([N:31]1[CH2:36][CH2:35][C:34]2([C:44]3[C:39](=[CH:40][CH:41]=[C:42]([Cl:54])[C:43]=3[CH2:45][NH:46][C:47](=[O:53])[O:48][C:49]([CH3:52])([CH3:51])[CH3:50])[NH:38][CH2:37]2)[CH2:33][CH2:32]1)[C:25]1[CH:30]=[CH:29][CH:28]=[CH:27][CH:26]=1, predict the reaction product. The product is: [N+:1]([C:4]1[CH:23]=[CH:22][C:7]([C:8]([O:10][C@H:11]2[C:15]3[N:16]=[CH:17][N:18]=[C:19]([N:38]4[C:39]5[C:44](=[C:43]([CH2:45][NH:46][C:47]([O:48][C:49]([CH3:52])([CH3:51])[CH3:50])=[O:53])[C:42]([Cl:54])=[CH:41][CH:40]=5)[C:34]5([CH2:35][CH2:36][N:31]([CH2:24][C:25]6[CH:26]=[CH:27][CH:28]=[CH:29][CH:30]=6)[CH2:32][CH2:33]5)[CH2:37]4)[C:14]=3[C@H:13]([CH3:21])[CH2:12]2)=[O:9])=[CH:6][CH:5]=1)([O-:3])=[O:2]. (3) The product is: [CH3:15][O:14][C:5]1[C:6]2[C:11](=[CH:10][CH:9]=[C:8]([O:12][CH3:13])[CH:7]=2)[C:2]([C:29]#[C:28][Si:25]([CH3:27])([CH3:26])[CH3:24])=[C:3]([C:16]2[CH:21]=[CH:20][C:19]([O:22][CH3:23])=[CH:18][CH:17]=2)[N:4]=1. Given the reactants Br[C:2]1[C:11]2[C:6](=[CH:7][C:8]([O:12][CH3:13])=[CH:9][CH:10]=2)[C:5]([O:14][CH3:15])=[N:4][C:3]=1[C:16]1[CH:21]=[CH:20][C:19]([O:22][CH3:23])=[CH:18][CH:17]=1.[CH3:24][Si:25]([C:28]#[C:29][B-](F)(F)F)([CH3:27])[CH3:26].[K+].C(=O)([O-])[O-].[K+].[K+], predict the reaction product. (4) Given the reactants C[N:2](C)[CH:3]=[CH:4][C:5]([C:7]1[C:12](=[O:13])[CH:11]=[CH:10][N:9]([C:14]2[CH:19]=[CH:18][CH:17]=[C:16]([C:20]([F:23])([F:22])[F:21])[CH:15]=2)[N:8]=1)=O.Cl.[CH3:26][C:27]1[CH:32]=[CH:31][C:30]([NH:33]N)=[CH:29][CH:28]=1.CCN(CC)CC, predict the reaction product. The product is: [CH3:26][C:27]1[CH:32]=[CH:31][C:30]([N:33]2[C:5]([C:7]3[C:12](=[O:13])[CH:11]=[CH:10][N:9]([C:14]4[CH:19]=[CH:18][CH:17]=[C:16]([C:20]([F:23])([F:22])[F:21])[CH:15]=4)[N:8]=3)=[CH:4][CH:3]=[N:2]2)=[CH:29][CH:28]=1. (5) Given the reactants [NH2:1][C:2]1[C:3]([CH:22]2[CH2:24][CH2:23]2)=[CH:4][C:5]2[C:9]([CH:10]=1)=[N:8][N:7]([C:11]1[CH:16]=[CH:15][C:14]([Cl:17])=[CH:13][CH:12]=1)[C:6]=2[C:18]([NH:20][CH3:21])=[O:19].CCN(C(C)C)C(C)C.[CH3:34][S:35](Cl)(=[O:37])=[O:36].Cl.[OH-].[K+], predict the reaction product. The product is: [Cl:17][C:14]1[CH:13]=[CH:12][C:11]([N:7]2[C:6]([C:18]([NH:20][CH3:21])=[O:19])=[C:5]3[C:9]([CH:10]=[C:2]([NH:1][S:35]([CH3:34])(=[O:37])=[O:36])[C:3]([CH:22]4[CH2:24][CH2:23]4)=[CH:4]3)=[N:8]2)=[CH:16][CH:15]=1. (6) Given the reactants Cl[C:2]1[N:3]=[C:4]([N:14]2[CH2:19][CH2:18][O:17][CH2:16][CH2:15]2)[C:5]2[O:11][CH2:10][C:9]([CH3:13])([CH3:12])[O:8][C:6]=2[N:7]=1.[CH3:20][O:21][C:22]1[N:27]=[CH:26][C:25](B(O)O)=[CH:24][N:23]=1.C(=O)([O-])[O-].[Na+].[Na+], predict the reaction product. The product is: [CH3:20][O:21][C:22]1[N:27]=[CH:26][C:25]([C:2]2[N:3]=[C:4]([N:14]3[CH2:19][CH2:18][O:17][CH2:16][CH2:15]3)[C:5]3[O:11][CH2:10][C:9]([CH3:13])([CH3:12])[O:8][C:6]=3[N:7]=2)=[CH:24][N:23]=1. (7) The product is: [Cl:1][C:16]1[CH:15]=[C:13]([OH:14])[CH:12]=[C:10]([OH:11])[CH:17]=1. Given the reactants [Cl:1]CC(Cl)=O.[Al+3].[Cl-].[Cl-].[Cl-].[C:10]1([CH:17]=[CH:16][CH:15]=[C:13]([OH:14])[CH:12]=1)[OH:11], predict the reaction product. (8) The product is: [CH2:12]([O:11][C:8](=[O:10])[CH2:9][C:17](=[O:16])[C:19]1[CH:24]=[CH:23][CH:22]=[CH:21][N:20]=1)[CH3:13]. Given the reactants [O-]CC.[Na+].C(O)C.[C:8]([O:11][CH2:12][CH3:13])(=[O:10])[CH3:9].C([O:16][C:17]([C:19]1[CH:24]=[CH:23][CH:22]=[CH:21][N:20]=1)=O)C, predict the reaction product.